This data is from Peptide-MHC class I binding affinity with 185,985 pairs from IEDB/IMGT. The task is: Regression. Given a peptide amino acid sequence and an MHC pseudo amino acid sequence, predict their binding affinity value. This is MHC class I binding data. The peptide sequence is TAVAKCNEKH. The MHC is HLA-A33:01 with pseudo-sequence HLA-A33:01. The binding affinity (normalized) is 0.